From a dataset of Forward reaction prediction with 1.9M reactions from USPTO patents (1976-2016). Predict the product of the given reaction. (1) Given the reactants [CH3:1][O:2][C:3]1[CH:8]=[CH:7][C:6]([C:9]2[CH:10]=[N:11][CH:12]=[C:13]3[C:18]=2[N:17]=[C:16]([C:19](O)=[O:20])[CH:15]=[CH:14]3)=[CH:5][CH:4]=1.C(N(CC)C(C)C)(C)C.F[P-](F)(F)(F)(F)F.N1(OC(N(C)C)=[N+](C)C)C2N=CC=CC=2N=N1.[C:55]1([CH2:61][CH2:62][NH2:63])[CH:60]=[CH:59][CH:58]=[CH:57][CH:56]=1, predict the reaction product. The product is: [CH3:1][O:2][C:3]1[CH:8]=[CH:7][C:6]([C:9]2[CH:10]=[N:11][CH:12]=[C:13]3[C:18]=2[N:17]=[C:16]([C:19]([NH:63][CH2:62][CH2:61][C:55]2[CH:60]=[CH:59][CH:58]=[CH:57][CH:56]=2)=[O:20])[CH:15]=[CH:14]3)=[CH:5][CH:4]=1. (2) Given the reactants [CH2:1]([O:8][C:9]1[N:14]=[C:13]([NH2:15])[C:12]([NH2:16])=[CH:11][CH:10]=1)[C:2]1[CH:7]=[CH:6][CH:5]=[CH:4][CH:3]=1.[CH:17](OC)(OC)OC, predict the reaction product. The product is: [CH2:1]([O:8][C:9]1[N:14]=[C:13]2[NH:15][CH:17]=[N:16][C:12]2=[CH:11][CH:10]=1)[C:2]1[CH:3]=[CH:4][CH:5]=[CH:6][CH:7]=1. (3) Given the reactants [OH:1][CH:2]([C:11]1[CH:16]=[CH:15][CH:14]=[CH:13][CH:12]=1)[C:3]1[O:7][N:6]=[C:5]([C:8]([OH:10])=O)[CH:4]=1.Cl.[O:18]1[CH2:22][CH2:21][CH:20]([CH2:23][NH2:24])[CH2:19]1.C(N(CC)CC)C.ON1C2C=CC=CC=2N=N1.Cl.C(N=C=NCCCN(C)C)C, predict the reaction product. The product is: [O:18]1[CH2:22][CH2:21][CH:20]([CH2:23][NH:24][C:8]([C:5]2[CH:4]=[C:3]([CH:2]([C:11]3[CH:16]=[CH:15][CH:14]=[CH:13][CH:12]=3)[OH:1])[O:7][N:6]=2)=[O:10])[CH2:19]1. (4) Given the reactants [CH:1]1[C:6]([C@H:7]2[C@H:12]([CH2:13][O:14][C:15]3[CH:16]=[CH:17][C:18]4[O:23][CH2:22][O:21][C:19]=4[CH:20]=3)[CH2:11][NH:10][CH2:9][CH2:8]2)=[CH:5][CH:4]=[C:3]([F:24])[CH:2]=1.C1(NC(=O)[O-])C=CC=CC=1.[OH-].[K+], predict the reaction product. The product is: [CH:5]1[C:6]([C@H:7]2[C@H:12]([CH2:13][O:14][C:15]3[CH:16]=[CH:17][C:18]4[O:23][CH2:22][O:21][C:19]=4[CH:20]=3)[CH2:11][NH:10][CH2:9][CH2:8]2)=[CH:1][CH:2]=[C:3]([F:24])[CH:4]=1. (5) Given the reactants [Cl:1][C:2]1[CH:3]=[C:4]([C@@H:9]([CH2:25][NH:26][CH3:27])[CH2:10][CH2:11][N:12]2[CH2:17][CH2:16][CH:15]([N:18]3[CH2:23][CH2:22][CH2:21][CH2:20][C:19]3=[O:24])[CH2:14][CH2:13]2)[CH:5]=[CH:6][C:7]=1[Cl:8].[F:28][C:29]1[CH:37]=[CH:36][CH:35]=[CH:34][C:30]=1[C:31](Cl)=[O:32], predict the reaction product. The product is: [Cl:1][C:2]1[CH:3]=[C:4]([C@H:9]([CH2:10][CH2:11][N:12]2[CH2:13][CH2:14][CH:15]([N:18]3[CH2:23][CH2:22][CH2:21][CH2:20][C:19]3=[O:24])[CH2:16][CH2:17]2)[CH2:25][N:26]([CH3:27])[C:31](=[O:32])[C:30]2[CH:34]=[CH:35][CH:36]=[CH:37][C:29]=2[F:28])[CH:5]=[CH:6][C:7]=1[Cl:8]. (6) Given the reactants [CH3:1][N:2]1[CH2:7][CH2:6][N:5]([CH2:8][C@@H:9]2[CH2:13][CH2:12][CH2:11][N:10]2[S:14]([C:17]2[CH:18]=[C:19]3C(=[CH:24][CH:25]=2)N[C:21](=O)[C:20]3=O)(=[O:16])=[O:15])[CH2:4][CH2:3]1.ClCC1(C#N)CCCC1, predict the reaction product. The product is: [CH3:1][N:2]1[CH2:3][CH2:4][N:5]([CH2:8][C@@H:9]2[CH2:13][CH2:12][CH2:11][N:10]2[S:14]([C:17]2[CH:25]=[CH:24][C:20]([CH3:21])=[CH:19][CH:18]=2)(=[O:15])=[O:16])[CH2:6][CH2:7]1. (7) Given the reactants [NH2:1][C:2]1[C:7]([C:8]#[N:9])=[C:6]([C:10]2[CH:15]=[CH:14][C:13]([O:16][CH2:17][CH2:18][OH:19])=[CH:12][CH:11]=2)[C:5]([C:20]#[N:21])=[C:4]([SH:22])[N:3]=1.Cl.Cl[CH2:25][C:26]1[CH:31]=[CH:30][N:29]=[C:28]([C:32]([NH:34][CH3:35])=[O:33])[CH:27]=1.C(=O)(O)[O-].[Na+].O, predict the reaction product. The product is: [NH2:1][C:2]1[N:3]=[C:4]([S:22][CH2:25][C:26]2[CH:31]=[CH:30][N:29]=[C:28]([C:32]([NH:34][CH3:35])=[O:33])[CH:27]=2)[C:5]([C:20]#[N:21])=[C:6]([C:10]2[CH:11]=[CH:12][C:13]([O:16][CH2:17][CH2:18][OH:19])=[CH:14][CH:15]=2)[C:7]=1[C:8]#[N:9].